This data is from Experimentally validated miRNA-target interactions with 360,000+ pairs, plus equal number of negative samples. The task is: Binary Classification. Given a miRNA mature sequence and a target amino acid sequence, predict their likelihood of interaction. The protein sequence of the target gene is MVGKLKQNLLLACLVISSVTVFYLGQHAMECHHRIEERSQPVKLESTRTTVRTGLDLKANKTFAYHKDMPLIFIGGVPRSGTTLMRAMLDAHPDIRCGEETRVIPRILALKQMWSRSSKEKIRLDEAGVTDEVLDSAMQAFLLEIIVKHGEPAPYLCNKDPFALKSLTYLSRLFPNAKFLLMVRDGRASVHSMISRKVTIAGFDLNSYRDCLTKWNRAIETMYNQCMEVGYKKCMLVHYEQLVLHPERWMRTLLKFLQIPWNHSVLHHEEMIGKAGGVSLSKVERSTDQVIKPVNVGALS.... The miRNA is hsa-miR-6892-3p with sequence UCCCUCUCCCACCCCUUGCAG. Result: 0 (no interaction).